The task is: Predict the reactants needed to synthesize the given product.. This data is from Full USPTO retrosynthesis dataset with 1.9M reactions from patents (1976-2016). (1) Given the product [OH:1][CH:2]1[C:11]2[C:6](=[CH:7][CH:8]=[CH:9][CH:10]=2)[O:5][CH:4]([C:12]([O:14][CH3:17])=[O:13])[CH2:3]1, predict the reactants needed to synthesize it. The reactants are: [OH:1][CH:2]1[C:11]2[C:6](=[CH:7][CH:8]=[CH:9][CH:10]=2)[O:5][CH:4]([C:12]([OH:14])=[O:13])[CH2:3]1.[N+](=[CH2:17])=[N-]. (2) Given the product [NH2:7][C:8]1[C:9]([C:16]([OH:20])=[O:19])=[N:10][C:11]([Cl:15])=[CH:12][C:13]=1[CH3:14], predict the reactants needed to synthesize it. The reactants are: C(OC(=O)[NH:7][C:8]1[C:9]([C:16]#N)=[N:10][C:11]([Cl:15])=[CH:12][C:13]=1[CH3:14])(C)(C)C.[OH2:19].[OH-:20].[Na+]. (3) Given the product [C:31]([O:33][C:19]1[CH:18]=[CH:17][C:16]([I:12])=[C:15]([CH2:21][CH3:22])[C:14]=1[F:13])(=[O:30])[CH3:32], predict the reactants needed to synthesize it. The reactants are: FC([I:12])(C1C=CC=CC=1)C(O)=O.[F:13][C:14]1[CH:19]=[C:18](I)[CH:17]=[CH:16][C:15]=1[CH2:21][C:22](O)=O.S(=O)(=O)(O)O.[OH2:30].[CH2:31]([OH:33])[CH3:32]. (4) The reactants are: [I:1][C:2]1[CH:7]=[CH:6][C:5]([N:8]2[CH:12]=[CH:11][C:10]([CH3:13])=[N:9]2)=[CH:4][CH:3]=1.C1C(=O)N(Br)C(=O)C1.CC(N=NC(C#N)(C)C)(C#N)C.[N-:34]=[N+:35]=[N-:36].[Na+]. Given the product [N:34]([CH2:13][C:10]1[CH:11]=[CH:12][N:8]([C:5]2[CH:4]=[CH:3][C:2]([I:1])=[CH:7][CH:6]=2)[N:9]=1)=[N+:35]=[N-:36], predict the reactants needed to synthesize it. (5) Given the product [CH2:1]([C:8]1[O:17][C:11]2=[N:12][C:13](=[O:16])[N:14]([CH:19]([CH2:22][CH3:23])[CH2:20][CH3:21])[CH:15]=[C:10]2[CH:9]=1)[CH2:2][CH2:3][CH2:4][CH2:5][CH2:6][CH3:7], predict the reactants needed to synthesize it. The reactants are: [CH2:1]([C:8]1[O:17][C:11]2=[N:12][C:13](=[O:16])[NH:14][CH:15]=[C:10]2[CH:9]=1)[CH2:2][CH2:3][CH2:4][CH2:5][CH2:6][CH3:7].Br[CH:19]([CH2:22][CH3:23])[CH2:20][CH3:21]. (6) Given the product [Cl:1][C:2]1[CH:11]=[C:10]2[C:5]([C:6]([C:28]3[CH:29]=[CH:30][CH:31]=[C:32]([CH2:34][CH2:35][C:36]([O:38][CH2:39][CH3:40])=[O:37])[CH:33]=3)=[C:7]([CH2:13][C:14]([NH:16][C:17]3[CH:22]=[CH:21][C:20]([F:23])=[CH:19][C:18]=3[C:24]([F:25])([F:27])[F:26])=[O:15])[C:8](=[O:12])[O:9]2)=[CH:4][C:3]=1[CH3:41], predict the reactants needed to synthesize it. The reactants are: [Cl:1][C:2]1[CH:11]=[C:10]2[C:5]([C:6]([C:28]3[CH:29]=[CH:30][CH:31]=[C:32]([CH:34]=[CH:35][C:36]([O:38][CH2:39][CH3:40])=[O:37])[CH:33]=3)=[C:7]([CH2:13][C:14]([NH:16][C:17]3[CH:22]=[CH:21][C:20]([F:23])=[CH:19][C:18]=3[C:24]([F:27])([F:26])[F:25])=[O:15])[C:8](=[O:12])[O:9]2)=[CH:4][C:3]=1[CH3:41].